From a dataset of Forward reaction prediction with 1.9M reactions from USPTO patents (1976-2016). Predict the product of the given reaction. (1) Given the reactants [CH3:1][CH:2]([CH3:13])[CH:3]([C:7]1[CH:12]=[CH:11][CH:10]=[CH:9][CH:8]=1)[C:4]([OH:6])=O.ON1C2C=CC=CC=2N=N1.CN(C)CCCN=C=NCC.[CH2:35]1[C@H:39]2[CH2:40][CH2:41][C@H:42]([NH:43][C:44](=[O:50])[O:45][C:46]([CH3:49])([CH3:48])[CH3:47])[C@H:38]2[CH2:37][NH:36]1, predict the reaction product. The product is: [CH3:13][CH:2]([CH3:1])[CH:3]([C:7]1[CH:12]=[CH:11][CH:10]=[CH:9][CH:8]=1)[C:4]([N:36]1[CH2:37][C@@H:38]2[C@@H:42]([NH:43][C:44](=[O:50])[O:45][C:46]([CH3:48])([CH3:47])[CH3:49])[CH2:41][CH2:40][C@@H:39]2[CH2:35]1)=[O:6]. (2) Given the reactants [CH2:1]([O:8][N:9]=[C:10]1[CH2:14][N:13]([C:15]([O:17]C(C)(C)C)=O)[C@H:12]([C:22]([OH:24])=O)[CH2:11]1)[C:2]1[CH:7]=[CH:6][CH:5]=[CH:4][CH:3]=1.[O:25]=[C:26]1[C:31](C(Cl)=O)=[CH:30][CH:29]=[C:28]([CH2:35][CH2:36][CH2:37][CH2:38][CH3:39])[O:27]1.[CH2:40]([N:42]1[C:54]2[CH:53]=[CH:52][C:51]([NH2:55])=[CH:50][C:49]=2[C:48]2[C:43]1=[CH:44][CH:45]=[CH:46][CH:47]=2)[CH3:41], predict the reaction product. The product is: [CH2:1]([O:8][N:9]=[C:10]1[CH2:14][N:13]([C:15]([C:31]2[C:26](=[O:25])[O:27][C:28]([CH2:35][CH2:36][CH2:37][CH2:38][CH3:39])=[CH:29][CH:30]=2)=[O:17])[C@H:12]([C:22]([NH:55][C:51]2[CH:52]=[CH:53][C:54]3[N:42]([CH2:40][CH3:41])[C:43]4[C:48]([C:49]=3[CH:50]=2)=[CH:47][CH:46]=[CH:45][CH:44]=4)=[O:24])[CH2:11]1)[C:2]1[CH:3]=[CH:4][CH:5]=[CH:6][CH:7]=1.